Dataset: Forward reaction prediction with 1.9M reactions from USPTO patents (1976-2016). Task: Predict the product of the given reaction. (1) Given the reactants CS(O[CH2:6][CH2:7][CH2:8][S:9]([C:12]1[CH:17]=[CH:16][CH:15]=[C:14]([O:18][C:19]2[CH:24]=[CH:23][CH:22]=[C:21]([C:25]3[N:29]4[CH:30]=[CH:31][CH:32]=[C:33]([C:34]([F:37])([F:36])[F:35])[C:28]4=[N:27][C:26]=3[CH:38]([CH3:40])[CH3:39])[CH:20]=2)[CH:13]=1)(=[O:11])=[O:10])(=O)=O.[CH3:41][NH2:42].CO, predict the reaction product. The product is: [CH:38]([C:26]1[N:27]=[C:28]2[C:33]([C:34]([F:35])([F:37])[F:36])=[CH:32][CH:31]=[CH:30][N:29]2[C:25]=1[C:21]1[CH:20]=[C:19]([CH:24]=[CH:23][CH:22]=1)[O:18][C:14]1[CH:13]=[C:12]([S:9]([CH2:8][CH2:7][CH2:6][NH:42][CH3:41])(=[O:10])=[O:11])[CH:17]=[CH:16][CH:15]=1)([CH3:39])[CH3:40]. (2) Given the reactants [Cl:1][C:2]1[CH:7]=[CH:6][C:5]([C:8]([C:10]2[CH:15]=[CH:14][C:13]([CH3:16])=[C:12]([F:17])[CH:11]=2)=[O:9])=[CH:4][CH:3]=1.[Br:18]CC1C=CC(C(C2C=CC=C(Cl)C=2)=O)=CC=1, predict the reaction product. The product is: [Br:18][CH2:16][C:13]1[CH:14]=[CH:15][C:10]([C:8]([C:5]2[CH:6]=[CH:7][C:2]([Cl:1])=[CH:3][CH:4]=2)=[O:9])=[CH:11][C:12]=1[F:17]. (3) Given the reactants [CH3:1][C:2]1[CH:23]=[CH:22][CH:21]=[C:20]([CH3:24])[C:3]=1[CH2:4][O:5][C:6]1[CH:7]=[C:8]([CH2:14][C:15]([O:17]CC)=[O:16])[CH:9]=[CH:10][C:11]=1[O:12][CH3:13].[OH-].[Na+], predict the reaction product. The product is: [CH3:24][C:20]1[CH:21]=[CH:22][CH:23]=[C:2]([CH3:1])[C:3]=1[CH2:4][O:5][C:6]1[CH:7]=[C:8]([CH2:14][C:15]([OH:17])=[O:16])[CH:9]=[CH:10][C:11]=1[O:12][CH3:13]. (4) Given the reactants Cl[C:2]([O:4][CH2:5][CH3:6])=[O:3].[Cl:7][C:8]1[CH:9]=[CH:10][C:11]2[N:12]([CH:14]=[C:15]([C:17]3[CH:22]=[CH:21][C:20]([F:23])=[CH:19][CH:18]=3)[N:16]=2)[N:13]=1.[N:24]1[CH:29]=[CH:28][CH:27]=[CH:26][N:25]=1, predict the reaction product. The product is: [Cl:7][C:8]1[CH:9]=[CH:10][C:11]2[N:12]([C:14]([CH:28]3[CH:27]=[CH:26][N:25]([C:2]([O:4][CH2:5][CH3:6])=[O:3])[N:24]=[CH:29]3)=[C:15]([C:17]3[CH:18]=[CH:19][C:20]([F:23])=[CH:21][CH:22]=3)[N:16]=2)[N:13]=1.